From a dataset of Full USPTO retrosynthesis dataset with 1.9M reactions from patents (1976-2016). Predict the reactants needed to synthesize the given product. (1) Given the product [CH2:1]([C:5]1[CH:6]=[CH:7][C:8]([C:11]#[C:12][C:13]2[CH:33]=[CH:32][C:16]([CH2:17][N:18]([CH2:34][CH2:35][CH2:36][CH2:37][CH2:38][CH3:39])[C:19]3[CH:31]=[CH:30][C:22]4[O:23][C:24]([CH3:29])([CH3:28])[O:25][C:26](=[O:27])[C:21]=4[CH:20]=3)=[CH:15][CH:14]=2)=[CH:9][CH:10]=1)[CH2:2][CH2:3][CH3:4], predict the reactants needed to synthesize it. The reactants are: [CH2:1]([C:5]1[CH:10]=[CH:9][C:8]([C:11]#[C:12][C:13]2[CH:33]=[CH:32][C:16]([CH2:17][NH:18][C:19]3[CH:31]=[CH:30][C:22]4[O:23][C:24]([CH3:29])([CH3:28])[O:25][C:26](=[O:27])[C:21]=4[CH:20]=3)=[CH:15][CH:14]=2)=[CH:7][CH:6]=1)[CH2:2][CH2:3][CH3:4].[CH:34](=O)[CH2:35][CH2:36][CH2:37][CH2:38][CH3:39].C(O[BH-](OC(=O)C)OC(=O)C)(=O)C.[Na+].O. (2) Given the product [CH2:22]([C:21]1[CH:20]=[CH:19][C:18]([CH:16]([CH3:17])[C:14]([O:13][C:16]2[CH:17]=[CH:32][CH:31]=[C:30]([C:34]3([OH:33])[CH2:20][CH2:19][CH2:18][CH2:27][CH:11]3[CH2:12][N:8]([CH3:1])[CH3:9])[CH:14]=2)=[O:15])=[CH:27][CH:26]=1)[CH:23]([CH3:24])[CH3:25], predict the reactants needed to synthesize it. The reactants are: [C:1]([N:8]1[CH:12]=[CH:11]N=[CH:9]1)(N1C=CN=C1)=O.[OH:13][C:14]([CH:16]([C:18]1[CH:27]=[CH:26][C:21]([CH2:22][CH:23]([CH3:25])[CH3:24])=[CH:20][CH:19]=1)[CH3:17])=[O:15].[H-].[Na+].[CH2:30]1[CH2:34][O:33][CH2:32][CH2:31]1.